Dataset: Full USPTO retrosynthesis dataset with 1.9M reactions from patents (1976-2016). Task: Predict the reactants needed to synthesize the given product. (1) Given the product [ClH:1].[ClH:1].[Cl:1][C:2]1[CH:23]=[CH:22][CH:21]=[CH:20][C:3]=1[O:4][CH2:5][C:6]1[CH:11]=[CH:10][N:9]=[C:8]([C:12]([NH:14][C:15]2[CH:19]=[N:18][N:17]([CH2:25][CH2:26][CH2:27][C:28]([F:31])([F:30])[F:29])[CH:16]=2)=[O:13])[CH:7]=1, predict the reactants needed to synthesize it. The reactants are: [Cl:1][C:2]1[CH:23]=[CH:22][CH:21]=[CH:20][C:3]=1[O:4][CH2:5][C:6]1[CH:11]=[CH:10][N:9]=[C:8]([C:12]([NH:14][C:15]2[CH:16]=[N:17][NH:18][CH:19]=2)=[O:13])[CH:7]=1.Br[CH2:25][CH2:26][CH2:27][C:28]([F:31])([F:30])[F:29].C(=O)([O-])[O-].[Cs+].[Cs+]. (2) The reactants are: Cl[C:2]1[N:7]=[CH:6][C:5]([C:8](=[O:10])[CH3:9])=[CH:4][CH:3]=1.[CH3:11][N:12]1[CH2:17][CH2:16][NH:15][CH2:14][CH2:13]1. Given the product [CH3:11][N:12]1[CH2:17][CH2:16][N:15]([C:2]2[N:7]=[CH:6][C:5]([C:8](=[O:10])[CH3:9])=[CH:4][CH:3]=2)[CH2:14][CH2:13]1, predict the reactants needed to synthesize it. (3) Given the product [CH2:1]([O:3][C:4](=[O:26])[CH2:5][N:6]1[CH2:7][CH:8]([C:19]2[CH:24]=[CH:23][CH:22]=[CH:21][C:20]=2[Cl:25])[C:9]2[CH:17]=[C:16]([Cl:18])[CH:15]=[CH:14][C:10]=2[CH:11]([CH2:28][CH:27]([CH3:30])[CH3:29])[C:12]1=[O:13])[CH3:2], predict the reactants needed to synthesize it. The reactants are: [CH2:1]([O:3][C:4](=[O:26])[CH2:5][N:6]1[C:12](=[O:13])[CH2:11][C:10]2[CH:14]=[CH:15][C:16]([Cl:18])=[CH:17][C:9]=2[CH:8]([C:19]2[CH:24]=[CH:23][CH:22]=[CH:21][C:20]=2[Cl:25])[CH2:7]1)[CH3:2].[C:27](N=P(N=P(N(C)C)(N(C)C)N(C)C)(N=P(N(C)C)(N(C)C)N(C)C)N=P(N(C)C)(N(C)C)N(C)C)([CH3:30])([CH3:29])[CH3:28].ICC(C)C.Cl. (4) Given the product [CH2:18]([C:17]1[C:16]2[C:11](=[CH:12][CH:13]=[CH:14][CH:15]=2)[NH:10][C:9]=1[C:8]1[CH:7]=[C:6]([C:22]2[CH:27]=[CH:26][N:25]=[CH:24][CH:23]=2)[N:5]=[N:4][C:3]=1[O:2][CH3:1])[CH3:19], predict the reactants needed to synthesize it. The reactants are: [CH3:1][O:2][C:3]1[N:4]=[N:5][C:6]([C:22]2[CH:27]=[CH:26][N:25]=[CH:24][CH:23]=2)=[CH:7][C:8]=1[C:9]1(CO)[CH:17]([CH:18]=[CH2:19])[C:16]2[C:11](=[CH:12][CH:13]=[CH:14][CH:15]=2)[NH:10]1. (5) Given the product [OH:25][CH2:22][C:23]1[CH:7]=[CH:8][CH:3]=[CH:4][C:5]=1[CH2:6][CH2:9][CH2:11][CH2:12][CH2:13][CH2:14][CH2:15][CH2:16][CH2:17][CH2:18][CH2:19][CH2:20][CH3:21], predict the reactants needed to synthesize it. The reactants are: BrC[C:3]1[CH:8]=[CH:7][C:6]([CH:9]([CH2:11][CH2:12][CH2:13][CH2:14][CH2:15][CH2:16][CH2:17][CH2:18][CH2:19][CH2:20][CH3:21])C)=[CH:5][CH:4]=1.[C:22]([O-:25])(=O)[CH3:23].[Na+].C(O)(=O)C.[OH-].[K+].